Dataset: Forward reaction prediction with 1.9M reactions from USPTO patents (1976-2016). Task: Predict the product of the given reaction. (1) Given the reactants [NH2:1][C:2]1[N:7]=[C:6]([C:8]2[O:9][CH:10]=[CH:11][CH:12]=2)[C:5]([C:13]#[N:14])=[C:4](SC)[N:3]=1.[CH3:17][O-:18].[Na+], predict the reaction product. The product is: [NH2:1][C:2]1[N:7]=[C:6]([C:8]2[O:9][CH:10]=[CH:11][CH:12]=2)[C:5]([C:13]#[N:14])=[C:4]([O:18][CH3:17])[N:3]=1. (2) Given the reactants [CH:1]([C:4]1[CH:9]=[C:8]([C:10]([F:13])([F:12])[F:11])[CH:7]=[CH:6][C:5]=1[C:14]1[O:15][CH2:16][C:17]([CH3:20])([CH3:19])[N:18]=1)([CH3:3])[CH3:2].[I:21][CH3:22], predict the reaction product. The product is: [I-:21].[CH:1]([C:4]1[CH:9]=[C:8]([C:10]([F:12])([F:13])[F:11])[CH:7]=[CH:6][C:5]=1[C:14]1[O:15][CH2:16][C:17]([CH3:20])([CH3:19])[N+:18]=1[CH3:22])([CH3:3])[CH3:2]. (3) Given the reactants [OH:1][CH:2]([C:6]1[CH:15]=[CH:14][C:13]2[C:8](=[CH:9][CH:10]=[CH:11][CH:12]=2)[CH:7]=1)[C:3]([OH:5])=[O:4].S(=O)(=O)(O)O.[C:21]([O-])(O)=O.[Na+], predict the reaction product. The product is: [OH:1][CH:2]([C:6]1[CH:15]=[CH:14][C:13]2[C:8](=[CH:9][CH:10]=[CH:11][CH:12]=2)[CH:7]=1)[C:3]([O:5][CH3:21])=[O:4]. (4) Given the reactants [CH2:1]([O:8][C:9]1[CH:10]=[C:11]([C:15]2[CH:20]=[CH:19][C:18]([CH2:21][NH:22]C(=O)OC(C)(C)C)=[CH:17][CH:16]=2)[CH:12]=[CH:13][CH:14]=1)[C:2]1[CH:7]=[CH:6][CH:5]=[CH:4][CH:3]=1.FC(F)(F)C(O)=O.C(=O)([O-])O.[Na+], predict the reaction product. The product is: [CH2:1]([O:8][C:9]1[CH:10]=[C:11]([C:15]2[CH:16]=[CH:17][C:18]([CH2:21][NH2:22])=[CH:19][CH:20]=2)[CH:12]=[CH:13][CH:14]=1)[C:2]1[CH:3]=[CH:4][CH:5]=[CH:6][CH:7]=1. (5) Given the reactants [Li]CCCC.CCCCCC.[CH3:12][O:13][C@@:14]1([C:22]#[CH:23])[CH:19]2[CH2:20][CH2:21][N:16]([CH2:17][CH2:18]2)[CH2:15]1.[CH:24]1([C:31]([C:33]2[CH:38]=[CH:37][CH:36]=[CH:35][CH:34]=2)=[O:32])[CH2:30][CH2:29][CH2:28][CH2:27][CH2:26][CH2:25]1, predict the reaction product. The product is: [CH:24]1([C:31]([C:33]2[CH:34]=[CH:35][CH:36]=[CH:37][CH:38]=2)([OH:32])[C:23]#[C:22][C@:14]2([O:13][CH3:12])[CH:19]3[CH2:20][CH2:21][N:16]([CH2:17][CH2:18]3)[CH2:15]2)[CH2:25][CH2:26][CH2:27][CH2:28][CH2:29][CH2:30]1. (6) Given the reactants Cl.[NH:2]1[C:6]([CH2:7][NH2:8])=[CH:5][N:4]=[N:3]1.[Cl:9][C:10]1[CH:15]=[CH:14][C:13]([C:16]2[CH:21]=[CH:20][C:19]([S:22](Cl)(=[O:24])=[O:23])=[CH:18][CH:17]=2)=[CH:12][CH:11]=1, predict the reaction product. The product is: [NH:2]1[C:6]([CH2:7][NH:8][S:22]([C:19]2[CH:18]=[CH:17][C:16]([C:13]3[CH:14]=[CH:15][C:10]([Cl:9])=[CH:11][CH:12]=3)=[CH:21][CH:20]=2)(=[O:23])=[O:24])=[CH:5][N:4]=[N:3]1. (7) Given the reactants [Si:1]([O:8][CH2:9][C:10]1[C:18]2[O:17][N:16]=[C:15]([CH2:19][CH2:20][CH:21]3[CH2:26][CH2:25][N:24]([C:27]([O:29][C:30]([CH3:33])([CH3:32])[CH3:31])=[O:28])[CH2:23][CH2:22]3)[C:14]=2[CH:13]=[CH:12][C:11]=1OS(C(F)(F)F)(=O)=O)([C:4]([CH3:7])([CH3:6])[CH3:5])([CH3:3])[CH3:2].[Cl-].[Li+].[C:44](C1C=C(C)C=C(C(C)(C)C)C=1O)(C)(C)[CH3:45].C([Sn](CCCC)(CCCC)CCCC)=C, predict the reaction product. The product is: [Si:1]([O:8][CH2:9][C:10]1[C:18]2[O:17][N:16]=[C:15]([CH2:19][CH2:20][CH:21]3[CH2:26][CH2:25][N:24]([C:27]([O:29][C:30]([CH3:31])([CH3:32])[CH3:33])=[O:28])[CH2:23][CH2:22]3)[C:14]=2[CH:13]=[CH:12][C:11]=1[CH:44]=[CH2:45])([C:4]([CH3:6])([CH3:7])[CH3:5])([CH3:3])[CH3:2].